From a dataset of TCR-epitope binding with 47,182 pairs between 192 epitopes and 23,139 TCRs. Binary Classification. Given a T-cell receptor sequence (or CDR3 region) and an epitope sequence, predict whether binding occurs between them. (1) The epitope is KMKDLSPRW. The TCR CDR3 sequence is CASSYGLAGVSTDTQYF. Result: 1 (the TCR binds to the epitope). (2) The epitope is YLDAYNMMI. The TCR CDR3 sequence is CASSEGTSGTEQFF. Result: 1 (the TCR binds to the epitope). (3) The epitope is IVDTVSALV. The TCR CDR3 sequence is CASIGQGGYNEQFF. Result: 0 (the TCR does not bind to the epitope). (4) The epitope is ATDALMTGY. The TCR CDR3 sequence is CASSVATVMTGELFF. Result: 1 (the TCR binds to the epitope). (5) The epitope is LVLSVNPYV. The TCR CDR3 sequence is CASSQDTLAGEQYF. Result: 0 (the TCR does not bind to the epitope). (6) Result: 1 (the TCR binds to the epitope). The epitope is TTLPVNVAF. The TCR CDR3 sequence is CASSEWTSGSSDTQYF. (7) The epitope is RLQSLQTYV. The TCR CDR3 sequence is CASSPDGAGTTANYGYTF. Result: 0 (the TCR does not bind to the epitope).